Dataset: Catalyst prediction with 721,799 reactions and 888 catalyst types from USPTO. Task: Predict which catalyst facilitates the given reaction. (1) Reactant: C([O-])(=O)C.[K+].[B:15]1([B:15]2[O:19][C:18]([CH3:21])([CH3:20])[C:17]([CH3:23])([CH3:22])[O:16]2)[O:19][C:18]([CH3:21])([CH3:20])[C:17]([CH3:23])([CH3:22])[O:16]1.Br[C:25]1[CH:30]=[CH:29][C:28]([NH:31][C:32]([NH:34][C:35]2[CH:40]=[CH:39][CH:38]=[C:37]([C:41]([F:44])([F:43])[F:42])[CH:36]=2)=[O:33])=[C:27]([F:45])[CH:26]=1. Product: [F:45][C:27]1[CH:26]=[C:25]([B:15]2[O:16][C:17]([CH3:22])([CH3:23])[C:18]([CH3:20])([CH3:21])[O:19]2)[CH:30]=[CH:29][C:28]=1[NH:31][C:32]([NH:34][C:35]1[CH:40]=[CH:39][CH:38]=[C:37]([C:41]([F:42])([F:44])[F:43])[CH:36]=1)=[O:33]. The catalyst class is: 16. (2) Reactant: [CH2:1]([OH:8])[C:2]1[CH:7]=[CH:6][CH:5]=[CH:4][CH:3]=1.[H-].[Na+].Cl[C:12]1[C:17]([C:18]([N:20]([CH3:27])[C:21]2[CH:26]=[CH:25][CH:24]=[CH:23][CH:22]=2)=[O:19])=[CH:16][N:15]=[C:14]2[N:28]([C:32]3[CH:37]=[CH:36][CH:35]=[CH:34][N:33]=3)[N:29]=[C:30]([CH3:31])[C:13]=12. Product: [CH2:1]([O:8][C:12]1[C:17]([C:18]([N:20]([CH3:27])[C:21]2[CH:22]=[CH:23][CH:24]=[CH:25][CH:26]=2)=[O:19])=[CH:16][N:15]=[C:14]2[N:28]([C:32]3[CH:37]=[CH:36][CH:35]=[CH:34][N:33]=3)[N:29]=[C:30]([CH3:31])[C:13]=12)[C:2]1[CH:7]=[CH:6][CH:5]=[CH:4][CH:3]=1. The catalyst class is: 9. (3) Reactant: C([N:4]1[C:13]2[C:8](=[N:9][C:10]3[CH2:17][CH2:16][CH2:15][CH2:14][C:11]=3[N:12]=2)[C:7](=[O:18])[N:6]([CH2:19][C:20]2[CH:25]=[CH:24][C:23]([Cl:26])=[CH:22][CH:21]=2)[C:5]1=[O:27])C=C.C(O)=O.C(N(CC)CC)C. Product: [Cl:26][C:23]1[CH:24]=[CH:25][C:20]([CH2:19][N:6]2[C:7](=[O:18])[C:8]3[C:13](=[N:12][C:11]4[CH2:14][CH2:15][CH2:16][CH2:17][C:10]=4[N:9]=3)[NH:4][C:5]2=[O:27])=[CH:21][CH:22]=1. The catalyst class is: 77. (4) Reactant: [F:1][C:2]1[CH:3]=[C:4]([CH:7]=[CH:8][CH:9]=1)[CH2:5][OH:6].CC([O-])(C)C.[K+].Cl[C:17]1[CH:26]=[CH:25][C:24]2[C:23](=[O:27])[NH:22][CH2:21][CH2:20][C:19]=2[N:18]=1. Product: [F:1][C:2]1[CH:3]=[C:4]([CH:7]=[CH:8][CH:9]=1)[CH2:5][O:6][C:17]1[CH:26]=[CH:25][C:24]2[C:23](=[O:27])[NH:22][CH2:21][CH2:20][C:19]=2[N:18]=1. The catalyst class is: 3. (5) Reactant: [F:1][C:2]1[CH:7]=[CH:6][C:5]([C:8]2[CH:13]=[CH:12][C:11]([S:14]([CH3:17])(=[O:16])=[O:15])=[CH:10][C:9]=2[C:18]([N:20]2[CH2:25][CH2:24][N:23]([C:26]3[N:31]=[CH:30][C:29]([CH:32]([OH:34])[CH3:33])=[CH:28][CH:27]=3)[CH2:22][CH2:21]2)=[O:19])=[CH:4][CH:3]=1.[CH3:35]C1C=CC(S(O)(=O)=O)=CC=1.CO.O1CCOCC1. Product: [F:1][C:2]1[CH:7]=[CH:6][C:5]([C:8]2[CH:13]=[CH:12][C:11]([S:14]([CH3:17])(=[O:16])=[O:15])=[CH:10][C:9]=2[C:18]([N:20]2[CH2:25][CH2:24][N:23]([C:26]3[CH:27]=[CH:28][C:29]([CH:32]([O:34][CH3:35])[CH3:33])=[CH:30][N:31]=3)[CH2:22][CH2:21]2)=[O:19])=[CH:4][CH:3]=1. The catalyst class is: 11.